From a dataset of Catalyst prediction with 721,799 reactions and 888 catalyst types from USPTO. Predict which catalyst facilitates the given reaction. (1) Reactant: [CH3:1][O:2][C:3]1[CH:8]=[CH:7][C:6]([NH:9][C:10]2[CH2:15][C:14]([C:16]([O:18]C)=[O:17])=[C:13]([NH:20][C:21]3[CH:26]=[CH:25][C:24]([O:27][CH3:28])=[CH:23][CH:22]=3)[CH2:12][C:11]=2[C:29]([O:31]C)=[O:30])=[CH:5][CH:4]=1.[Na].[N+](C1C=C(S(O)(=O)=O)C=CC=1)([O-])=O.[OH-].[Na+].Cl. Product: [CH3:28][O:27][C:24]1[CH:25]=[CH:26][C:21]([NH:20][C:13]2[CH:12]=[C:11]([C:29]([OH:31])=[O:30])[C:10]([NH:9][C:6]3[CH:5]=[CH:4][C:3]([O:2][CH3:1])=[CH:8][CH:7]=3)=[CH:15][C:14]=2[C:16]([OH:18])=[O:17])=[CH:22][CH:23]=1. The catalyst class is: 97. (2) Reactant: [Cl:1][C:2]1[N:3]=[C:4]([C:9]([NH:11][C@H:12]2[CH2:17][CH2:16][N:15]([C:18]3[S:19][C:20]([C:23]([O:25]CC)=[O:24])=[CH:21][N:22]=3)[CH2:14][C@H:13]2[O:28][CH2:29][CH2:30][CH2:31][F:32])=[O:10])[NH:5][C:6]=1[CH2:7][CH3:8].[OH-].[Li+]. Product: [Cl:1][C:2]1[N:3]=[C:4]([C:9]([NH:11][C@H:12]2[CH2:17][CH2:16][N:15]([C:18]3[S:19][C:20]([C:23]([OH:25])=[O:24])=[CH:21][N:22]=3)[CH2:14][C@H:13]2[O:28][CH2:29][CH2:30][CH2:31][F:32])=[O:10])[NH:5][C:6]=1[CH2:7][CH3:8]. The catalyst class is: 5. (3) Reactant: CCN(C(C)C)C(C)C.Cl.[CH3:11][O:12][C:13]([C:15]1[CH:16]=[C:17]2[C:21](=[CH:22][CH:23]=1)[CH2:20][CH2:19][C@H:18]2[NH2:24])=[O:14].[F:25][C:26]1[CH:31]=[CH:30][C:29]([S:32](Cl)(=[O:34])=[O:33])=[CH:28][CH:27]=1. Product: [F:25][C:26]1[CH:31]=[CH:30][C:29]([S:32]([NH:24][C@H:18]2[C:17]3[C:21](=[CH:22][CH:23]=[C:15]([C:13]([O:12][CH3:11])=[O:14])[CH:16]=3)[CH2:20][CH2:19]2)(=[O:34])=[O:33])=[CH:28][CH:27]=1. The catalyst class is: 4. (4) Reactant: [H-].[Al+3].[Li+].[H-].[H-].[H-].[C:7]1(=[O:23])[O:22][CH2:21][CH2:20][CH2:19][CH2:18][CH2:17][CH2:16][CH2:15][CH2:14][CH2:13][CH2:12][CH2:11][CH2:10][CH2:9][CH2:8]1.C(C(C(C([O-])=O)O)O)([O-])=O.[Na+].[K+]. Product: [CH2:21]([OH:22])[CH2:20][CH2:19][CH2:18][CH2:17][CH2:16][CH2:15][CH2:14][CH2:13][CH2:12][CH2:11][CH2:10][CH2:9][CH2:8][CH2:7][OH:23]. The catalyst class is: 1. (5) Reactant: [CH2:1]([N:8]1[CH2:13][CH2:12][C:11]([C:20]#[N:21])([C:14]2[CH:19]=[CH:18][CH:17]=[CH:16][CH:15]=2)[CH2:10][CH2:9]1)[C:2]1[CH:7]=[CH:6][CH:5]=[CH:4][CH:3]=1.Cl.S(=O)(=O)(O)[OH:24].C(O)(=O)C. Product: [CH2:1]([N:8]1[CH2:9][CH2:10][C:11]([C:14]2[CH:19]=[CH:18][CH:17]=[CH:16][CH:15]=2)([C:20]([NH2:21])=[O:24])[CH2:12][CH2:13]1)[C:2]1[CH:3]=[CH:4][CH:5]=[CH:6][CH:7]=1. The catalyst class is: 11. (6) Reactant: [CH3:1][S:2][C:3]1[N:12]=[CH:11][C:10]2[CH:9]=[CH:8][C:7]3[C:13]([C:16]([O:18][CH2:19][CH3:20])=[O:17])=[N:14][NH:15][C:6]=3[C:5]=2[N:4]=1.C(=O)([O-])[O-].[Cs+].[Cs+].Br[CH2:28][CH2:29][N:30]([CH3:32])[CH3:31].O. Product: [CH3:31][N:30]([CH3:32])[CH2:29][CH2:28][N:15]1[C:6]2[C:5]3[N:4]=[C:3]([S:2][CH3:1])[N:12]=[CH:11][C:10]=3[CH:9]=[CH:8][C:7]=2[C:13]([C:16]([O:18][CH2:19][CH3:20])=[O:17])=[N:14]1. The catalyst class is: 9. (7) Reactant: Cl.[CH3:2][C:3]1[C:8]([O:9][C:10]2[CH:15]=[CH:14][N:13]=[C:12]([NH:16][C:17]3[CH:18]=[C:19]([CH:39]=[CH:40][CH:41]=3)[CH2:20][N:21]3[CH2:26][CH2:25][N:24]([C:27](=[O:38])[CH2:28][CH2:29][NH:30]C(=O)OC(C)(C)C)[CH2:23][CH2:22]3)[CH:11]=2)=[CH:7][CH:6]=[C:5]([CH3:42])[N:4]=1. Product: [NH2:30][CH2:29][CH2:28][C:27]([N:24]1[CH2:25][CH2:26][N:21]([CH2:20][C:19]2[CH:39]=[CH:40][CH:41]=[C:17]([NH:16][C:12]3[CH:11]=[C:10]([O:9][C:8]4[C:3]([CH3:2])=[N:4][C:5]([CH3:42])=[CH:6][CH:7]=4)[CH:15]=[CH:14][N:13]=3)[CH:18]=2)[CH2:22][CH2:23]1)=[O:38]. The catalyst class is: 61. (8) Reactant: CCN(C(C)C)C(C)C.OC(C(F)(F)F)=O.[O:17]=[C:18]([N:35]1[CH2:40][CH2:39][NH:38][CH2:37][CH2:36]1)[CH2:19][NH:20][C:21]([C:23]1[CH:28]=[CH:27][C:26]([C:29]2[CH:34]=[CH:33][CH:32]=[CH:31][CH:30]=2)=[CH:25][CH:24]=1)=[O:22].C1C=CC2N(O)N=NC=2C=1.CCN=C=NCCCN(C)C.Cl.[F:63][C:64]1[CH:72]=[CH:71][C:67]([C:68](O)=[O:69])=[CH:66][CH:65]=1. Product: [F:63][C:64]1[CH:72]=[CH:71][C:67]([C:68]([N:38]2[CH2:39][CH2:40][N:35]([C:18](=[O:17])[CH2:19][NH:20][C:21]([C:23]3[CH:24]=[CH:25][C:26]([C:29]4[CH:34]=[CH:33][CH:32]=[CH:31][CH:30]=4)=[CH:27][CH:28]=3)=[O:22])[CH2:36][CH2:37]2)=[O:69])=[CH:66][CH:65]=1. The catalyst class is: 18. (9) Reactant: [Li+].CC([N-]C(C)C)C.[Br:9][C:10]1[CH:15]=[CH:14][C:13]([C:16]#[CH:17])=[CH:12][CH:11]=1.Cl[C:19]([O:21][CH2:22][CH3:23])=[O:20]. Product: [CH2:22]([O:21][C:19](=[O:20])[C:17]#[C:16][C:13]1[CH:14]=[CH:15][C:10]([Br:9])=[CH:11][CH:12]=1)[CH3:23]. The catalyst class is: 1. (10) Reactant: [Br:1][C:2]1[CH:3]=[C:4]([CH:17]=[CH:18][CH:19]=1)[NH:5][C:6]1[C:7]2[N:15]=[C:14](F)[CH:13]=[CH:12][C:8]=2[N:9]=[CH:10][N:11]=1.[CH3:20][O-:21].[Na+]. Product: [Br:1][C:2]1[CH:3]=[C:4]([NH:5][C:6]2[C:7]3[N:15]=[C:14]([O:21][CH3:20])[CH:13]=[CH:12][C:8]=3[N:9]=[CH:10][N:11]=2)[CH:17]=[CH:18][CH:19]=1. The catalyst class is: 5.